Task: Regression. Given two drug SMILES strings and cell line genomic features, predict the synergy score measuring deviation from expected non-interaction effect.. Dataset: NCI-60 drug combinations with 297,098 pairs across 59 cell lines (1) Drug 1: C1=C(C(=O)NC(=O)N1)F. Drug 2: CCC1(CC2CC(C3=C(CCN(C2)C1)C4=CC=CC=C4N3)(C5=C(C=C6C(=C5)C78CCN9C7C(C=CC9)(C(C(C8N6C)(C(=O)OC)O)OC(=O)C)CC)OC)C(=O)OC)O.OS(=O)(=O)O. Cell line: HCT116. Synergy scores: CSS=57.1, Synergy_ZIP=-1.56, Synergy_Bliss=-3.47, Synergy_Loewe=-0.281, Synergy_HSA=0.725. (2) Synergy scores: CSS=-6.45, Synergy_ZIP=0.962, Synergy_Bliss=-4.07, Synergy_Loewe=-8.58, Synergy_HSA=-8.27. Drug 2: C#CCC(CC1=CN=C2C(=N1)C(=NC(=N2)N)N)C3=CC=C(C=C3)C(=O)NC(CCC(=O)O)C(=O)O. Cell line: SK-MEL-28. Drug 1: CC(C1=C(C=CC(=C1Cl)F)Cl)OC2=C(N=CC(=C2)C3=CN(N=C3)C4CCNCC4)N. (3) Drug 1: CC12CCC(CC1=CCC3C2CCC4(C3CC=C4C5=CN=CC=C5)C)O. Drug 2: B(C(CC(C)C)NC(=O)C(CC1=CC=CC=C1)NC(=O)C2=NC=CN=C2)(O)O. Cell line: KM12. Synergy scores: CSS=-1.66, Synergy_ZIP=-5.56, Synergy_Bliss=-7.61, Synergy_Loewe=-7.72, Synergy_HSA=-8.90. (4) Drug 1: CC(C1=C(C=CC(=C1Cl)F)Cl)OC2=C(N=CC(=C2)C3=CN(N=C3)C4CCNCC4)N. Drug 2: CN(CC1=CN=C2C(=N1)C(=NC(=N2)N)N)C3=CC=C(C=C3)C(=O)NC(CCC(=O)O)C(=O)O. Cell line: SNB-19. Synergy scores: CSS=40.4, Synergy_ZIP=-1.95, Synergy_Bliss=-2.67, Synergy_Loewe=-32.3, Synergy_HSA=-2.62. (5) Drug 1: CC12CCC3C(C1CCC2=O)CC(=C)C4=CC(=O)C=CC34C. Drug 2: CC1=C(C(CCC1)(C)C)C=CC(=CC=CC(=CC(=O)O)C)C. Cell line: SF-539. Synergy scores: CSS=35.5, Synergy_ZIP=0.0120, Synergy_Bliss=-0.00504, Synergy_Loewe=0.957, Synergy_HSA=1.96. (6) Drug 1: CCC1(CC2CC(C3=C(CCN(C2)C1)C4=CC=CC=C4N3)(C5=C(C=C6C(=C5)C78CCN9C7C(C=CC9)(C(C(C8N6C=O)(C(=O)OC)O)OC(=O)C)CC)OC)C(=O)OC)O.OS(=O)(=O)O. Drug 2: C1CCC(C(C1)N)N.C(=O)(C(=O)[O-])[O-].[Pt+4]. Cell line: SN12C. Synergy scores: CSS=25.0, Synergy_ZIP=-1.48, Synergy_Bliss=4.38, Synergy_Loewe=3.15, Synergy_HSA=3.34. (7) Drug 1: C1=CC(=C2C(=C1NCCNCCO)C(=O)C3=C(C=CC(=C3C2=O)O)O)NCCNCCO. Drug 2: CC1C(C(=O)NC(C(=O)N2CCCC2C(=O)N(CC(=O)N(C(C(=O)O1)C(C)C)C)C)C(C)C)NC(=O)C3=C4C(=C(C=C3)C)OC5=C(C(=O)C(=C(C5=N4)C(=O)NC6C(OC(=O)C(N(C(=O)CN(C(=O)C7CCCN7C(=O)C(NC6=O)C(C)C)C)C)C(C)C)C)N)C. Cell line: MCF7. Synergy scores: CSS=20.9, Synergy_ZIP=-4.47, Synergy_Bliss=-1.09, Synergy_Loewe=-2.47, Synergy_HSA=-1.39. (8) Drug 1: CC1C(C(CC(O1)OC2CC(CC3=C2C(=C4C(=C3O)C(=O)C5=C(C4=O)C(=CC=C5)OC)O)(C(=O)C)O)N)O.Cl. Drug 2: C1=NC2=C(N=C(N=C2N1C3C(C(C(O3)CO)O)O)F)N. Cell line: SK-MEL-28. Synergy scores: CSS=25.5, Synergy_ZIP=-4.78, Synergy_Bliss=1.36, Synergy_Loewe=-10.4, Synergy_HSA=0.968. (9) Drug 1: CC1=C2C(C(=O)C3(C(CC4C(C3C(C(C2(C)C)(CC1OC(=O)C(C(C5=CC=CC=C5)NC(=O)C6=CC=CC=C6)O)O)OC(=O)C7=CC=CC=C7)(CO4)OC(=O)C)O)C)OC(=O)C. Drug 2: C1CN(CCN1C(=O)CCBr)C(=O)CCBr. Cell line: NCI-H226. Synergy scores: CSS=36.9, Synergy_ZIP=-0.810, Synergy_Bliss=-2.50, Synergy_Loewe=-27.4, Synergy_HSA=-2.39. (10) Drug 1: C1=CC(=CC=C1C#N)C(C2=CC=C(C=C2)C#N)N3C=NC=N3. Drug 2: C(CC(=O)O)C(=O)CN.Cl. Cell line: SK-MEL-5. Synergy scores: CSS=6.06, Synergy_ZIP=-2.91, Synergy_Bliss=-4.20, Synergy_Loewe=-4.36, Synergy_HSA=-3.65.